Dataset: Aqueous solubility values for 9,982 compounds from the AqSolDB database. Task: Regression/Classification. Given a drug SMILES string, predict its absorption, distribution, metabolism, or excretion properties. Task type varies by dataset: regression for continuous measurements (e.g., permeability, clearance, half-life) or binary classification for categorical outcomes (e.g., BBB penetration, CYP inhibition). For this dataset (solubility_aqsoldb), we predict Y. (1) The molecule is O=[Mn]=O. The Y is -6.16 log mol/L. (2) The compound is CCCCCC(=O)Oc1ccc(NC(C)=O)cc1. The Y is -4.14 log mol/L. (3) The molecule is Cc1ccc(Cl)cc1. The Y is -3.10 log mol/L. (4) The molecule is CCCCSP(=O)(SCCCC)SCCCC. The Y is -5.14 log mol/L.